From a dataset of Forward reaction prediction with 1.9M reactions from USPTO patents (1976-2016). Predict the product of the given reaction. (1) The product is: [CH2:71]([N:65]1[CH2:64][C:63]2[C:67](=[CH:68][CH:69]=[C:61]([NH:60][C:2]3[CH:3]=[N:4][CH:5]=[CH:6][C:7]=3[C:8]3[CH:13]=[CH:12][CH:11]=[CH:10][CH:9]=3)[CH:62]=2)[C:66]1=[O:70])[CH2:72][CH2:73][CH3:74]. Given the reactants Br[C:2]1[CH:3]=[N:4][CH:5]=[CH:6][C:7]=1[C:8]1[CH:13]=[CH:12][CH:11]=[CH:10][CH:9]=1.C1(P(C2C=CC=CC=2)C2C=CC3C(=CC=CC=3)C=2C2C3C(=CC=CC=3)C=CC=2P(C2C=CC=CC=2)C2C=CC=CC=2)C=CC=CC=1.[NH2:60][C:61]1[CH:62]=[C:63]2[C:67](=[CH:68][CH:69]=1)[C:66](=[O:70])[N:65]([CH2:71][CH2:72][CH2:73][CH3:74])[CH2:64]2.CC(C)([O-])C.[Na+], predict the reaction product. (2) Given the reactants [F:1][C:2]1[CH:7]=[CH:6][C:5]([C:8](=[O:11])[CH2:9][OH:10])=[CH:4][CH:3]=1.[CH2:12](O)[CH2:13][OH:14], predict the reaction product. The product is: [F:1][C:2]1[CH:3]=[CH:4][C:5]([C:8]2([CH2:9][OH:10])[O:14][CH2:13][CH2:12][O:11]2)=[CH:6][CH:7]=1. (3) Given the reactants CN([CH:4]=[C:5]1[C:10](=O)[CH2:9][CH:8]([C:12]2[CH:17]=[CH:16][CH:15]=[CH:14][C:13]=2[F:18])[CH2:7][C:6]1=[O:19])C.Cl.[NH2:21][C:22]([NH2:24])=[NH:23].C(=O)([O-])[O-].[Na+].[Na+].NC1N=CC2C(=O)CC(C3C=CC(Cl)=CC=3)CC=2N=1, predict the reaction product. The product is: [NH2:23][C:22]1[N:24]=[CH:4][C:5]2[C:6](=[O:19])[CH2:7][CH:8]([C:12]3[CH:17]=[CH:16][CH:15]=[CH:14][C:13]=3[F:18])[CH2:9][C:10]=2[N:21]=1.